Dataset: Catalyst prediction with 721,799 reactions and 888 catalyst types from USPTO. Task: Predict which catalyst facilitates the given reaction. (1) Reactant: C([O:3][C:4](=[O:25])[C@@H:5]([N:10]1[CH2:14][C:13]([O:15][C:16]2[CH:21]=[CH:20][CH:19]=[C:18]([CH3:22])[C:17]=2[F:23])=[CH:12][C:11]1=[O:24])[CH2:6][CH:7]([CH3:9])[CH3:8])C.O.[OH-].[Li+]. Product: [F:23][C:17]1[C:18]([CH3:22])=[CH:19][CH:20]=[CH:21][C:16]=1[O:15][C:13]1[CH2:14][N:10]([C@@H:5]([CH2:6][CH:7]([CH3:8])[CH3:9])[C:4]([OH:25])=[O:3])[C:11](=[O:24])[CH:12]=1. The catalyst class is: 7. (2) Reactant: [CH2:1]([O:8][C:9]1[CH:10]=[C:11]([CH:33]([OH:38])[CH2:34][N+:35]([O-])=O)[CH:12]=[CH:13][C:14]=1[C:15]1[N:16]=[N:17][C:18]([N:21]([CH3:32])[CH:22]2[CH2:27][C:26]([CH3:29])([CH3:28])[NH:25][C:24]([CH3:31])([CH3:30])[CH2:23]2)=[CH:19][CH:20]=1)C1C=CC=CC=1. Product: [NH2:35][CH2:34][CH:33]([C:11]1[CH:12]=[CH:13][C:14]([C:15]2[N:16]=[N:17][C:18]([N:21]([CH3:32])[CH:22]3[CH2:23][C:24]([CH3:30])([CH3:31])[NH:25][C:26]([CH3:28])([CH3:29])[CH2:27]3)=[CH:19][CH:20]=2)=[C:9]([O:8][CH3:1])[CH:10]=1)[OH:38]. The catalyst class is: 19. (3) Reactant: [C:1]1([S:7](/[CH:10]=[CH:11]/[C:12]2[CH:13]=[C:14]3[C:18](=[CH:19][CH:20]=2)[NH:17][CH:16]=[CH:15]3)(=[O:9])=[O:8])[CH:6]=[CH:5][CH:4]=[CH:3][CH:2]=1. Product: [C:1]1([S:7]([CH2:10][CH2:11][C:12]2[CH:13]=[C:14]3[C:18](=[CH:19][CH:20]=2)[NH:17][CH:16]=[CH:15]3)(=[O:9])=[O:8])[CH:2]=[CH:3][CH:4]=[CH:5][CH:6]=1. The catalyst class is: 403. (4) Reactant: [CH3:1][C:2]1([C:8]([O:10][CH2:11][CH3:12])=[O:9])[CH2:7][CH2:6][CH2:5][NH:4][CH2:3]1.F[C:14]1[CH:19]=[CH:18][C:17]([N+:20]([O-:22])=[O:21])=[CH:16][CH:15]=1. Product: [CH3:1][C:2]1([C:8]([O:10][CH2:11][CH3:12])=[O:9])[CH2:7][CH2:6][CH2:5][N:4]([C:14]2[CH:19]=[CH:18][C:17]([N+:20]([O-:22])=[O:21])=[CH:16][CH:15]=2)[CH2:3]1. The catalyst class is: 3. (5) Reactant: [NH2:1][C@H:2]1[CH2:7][CH2:6][C@H:5]([NH2:8])[CH2:4][CH2:3]1.[Cl:9][C:10]1[N:18]=[C:17]2[C:13]([N:14]=[CH:15][N:16]2[CH:19]2[CH2:23][CH2:22][S:21][CH2:20]2)=[C:12]([NH:24][CH2:25][C:26]2[CH:31]=[CH:30][CH:29]=[CH:28][CH:27]=2)[N:11]=1. Product: [ClH:9].[ClH:9].[NH2:1][CH:2]1[CH2:7][CH2:6][CH:5]([NH:8][C:10]2[N:18]=[C:17]3[C:13]([N:14]=[CH:15][N:16]3[CH:19]3[CH2:23][CH2:22][S:21][CH2:20]3)=[C:12]([NH:24][CH2:25][C:26]3[CH:31]=[CH:30][CH:29]=[CH:28][CH:27]=3)[N:11]=2)[CH2:4][CH2:3]1. The catalyst class is: 6. (6) Reactant: [Cl:1][C:2]1[CH:7]=[CH:6][CH:5]=[CH:4][C:3]=1[OH:8].C(=O)([O-])[O-].[K+].[K+].Cl[CH2:16][C:17]1[S:21][C:20]([C:22]([NH:24][C:25]2[CH:26]=[C:27]3[C:32](=[CH:33][CH:34]=2)[CH2:31][N:30]([C:35]([O:37][C:38]([CH3:41])([CH3:40])[CH3:39])=[O:36])[CH2:29][CH2:28]3)=[O:23])=[N:19][N:18]=1. Product: [Cl:1][C:2]1[CH:7]=[CH:6][CH:5]=[CH:4][C:3]=1[O:8][CH2:16][C:17]1[S:21][C:20]([C:22]([NH:24][C:25]2[CH:26]=[C:27]3[C:32](=[CH:33][CH:34]=2)[CH2:31][N:30]([C:35]([O:37][C:38]([CH3:41])([CH3:40])[CH3:39])=[O:36])[CH2:29][CH2:28]3)=[O:23])=[N:19][N:18]=1. The catalyst class is: 21. (7) Reactant: Cl.[NH2:2][C@H:3]1[CH2:7][CH2:6][N:5]([CH2:8][C:9]2[CH:18]=[C:17]3[C:12]([CH:13]=[CH:14][N:15]=[C:16]3[Cl:19])=[CH:11][CH:10]=2)[C:4]1=[O:20].C(N(CC)CC)C.[S:28]1[C:36]2[C:31](=[N:32][CH:33]=[CH:34][CH:35]=2)[CH:30]=[C:29]1[S:37](Cl)(=[O:39])=[O:38]. Product: [Cl:19][C:16]1[C:17]2[C:12](=[CH:11][CH:10]=[C:9]([CH2:8][N:5]3[CH2:6][CH2:7][C@H:3]([NH:2][S:37]([C:29]4[S:28][C:36]5[C:31](=[N:32][CH:33]=[CH:34][CH:35]=5)[CH:30]=4)(=[O:38])=[O:39])[C:4]3=[O:20])[CH:18]=2)[CH:13]=[CH:14][N:15]=1. The catalyst class is: 23. (8) Reactant: [CH2:1]([O:8][C:9]1[CH:14]=[CH:13][CH:12]=[C:11](Br)[CH:10]=1)[C:2]1[CH:7]=[CH:6][CH:5]=[CH:4][CH:3]=1.[B:16]1([B:16]2[O:20][C:19]([CH3:22])([CH3:21])[C:18]([CH3:24])([CH3:23])[O:17]2)[O:20][C:19]([CH3:22])([CH3:21])[C:18]([CH3:24])([CH3:23])[O:17]1.C([O-])(=O)C.[K+]. Product: [CH2:1]([O:8][C:9]1[CH:10]=[C:11]([B:16]2[O:20][C:19]([CH3:22])([CH3:21])[C:18]([CH3:24])([CH3:23])[O:17]2)[CH:12]=[CH:13][CH:14]=1)[C:2]1[CH:7]=[CH:6][CH:5]=[CH:4][CH:3]=1. The catalyst class is: 439.